From a dataset of NCI-60 drug combinations with 297,098 pairs across 59 cell lines. Regression. Given two drug SMILES strings and cell line genomic features, predict the synergy score measuring deviation from expected non-interaction effect. (1) Drug 1: CNC(=O)C1=CC=CC=C1SC2=CC3=C(C=C2)C(=NN3)C=CC4=CC=CC=N4. Drug 2: CC12CCC3C(C1CCC2O)C(CC4=C3C=CC(=C4)O)CCCCCCCCCS(=O)CCCC(C(F)(F)F)(F)F. Cell line: MCF7. Synergy scores: CSS=24.9, Synergy_ZIP=3.45, Synergy_Bliss=3.32, Synergy_Loewe=2.14, Synergy_HSA=5.22. (2) Drug 1: CC1=C2C(C(=O)C3(C(CC4C(C3C(C(C2(C)C)(CC1OC(=O)C(C(C5=CC=CC=C5)NC(=O)OC(C)(C)C)O)O)OC(=O)C6=CC=CC=C6)(CO4)OC(=O)C)OC)C)OC. Drug 2: CN(C(=O)NC(C=O)C(C(C(CO)O)O)O)N=O. Cell line: CAKI-1. Synergy scores: CSS=36.6, Synergy_ZIP=-0.503, Synergy_Bliss=-1.67, Synergy_Loewe=-27.9, Synergy_HSA=-0.896. (3) Drug 1: CC1=C(C(CCC1)(C)C)C=CC(=CC=CC(=CC(=O)O)C)C. Cell line: NCIH23. Synergy scores: CSS=47.7, Synergy_ZIP=-3.78, Synergy_Bliss=-3.59, Synergy_Loewe=-28.9, Synergy_HSA=-1.95. Drug 2: CC1=C(N=C(N=C1N)C(CC(=O)N)NCC(C(=O)N)N)C(=O)NC(C(C2=CN=CN2)OC3C(C(C(C(O3)CO)O)O)OC4C(C(C(C(O4)CO)O)OC(=O)N)O)C(=O)NC(C)C(C(C)C(=O)NC(C(C)O)C(=O)NCCC5=NC(=CS5)C6=NC(=CS6)C(=O)NCCC[S+](C)C)O. (4) Drug 1: CCC1(C2=C(COC1=O)C(=O)N3CC4=CC5=C(C=CC(=C5CN(C)C)O)N=C4C3=C2)O.Cl. Drug 2: CC1C(C(CC(O1)OC2CC(CC3=C2C(=C4C(=C3O)C(=O)C5=CC=CC=C5C4=O)O)(C(=O)C)O)N)O. Cell line: MALME-3M. Synergy scores: CSS=48.9, Synergy_ZIP=-6.01, Synergy_Bliss=-4.01, Synergy_Loewe=-2.65, Synergy_HSA=-1.90. (5) Drug 1: C1=CC(=CC=C1CCC2=CNC3=C2C(=O)NC(=N3)N)C(=O)NC(CCC(=O)O)C(=O)O. Drug 2: CCCCCOC(=O)NC1=NC(=O)N(C=C1F)C2C(C(C(O2)C)O)O. Cell line: NCI-H522. Synergy scores: CSS=40.9, Synergy_ZIP=-0.240, Synergy_Bliss=-0.558, Synergy_Loewe=-63.3, Synergy_HSA=0.195.